This data is from Forward reaction prediction with 1.9M reactions from USPTO patents (1976-2016). The task is: Predict the product of the given reaction. (1) Given the reactants S([O-])(=O)(=O)C.[S:6]1[C:10]2[CH:11]=[CH:12][CH:13]=[CH:14][C:9]=2[C:8]([N:15]2[CH2:20][CH2:19][N+:18]3([CH2:28][C@H:27]4[C@@H:22]([CH2:23][CH2:24][CH2:25][CH2:26]4)[CH2:21]3)[CH2:17][CH2:16]2)=[N:7]1.[C:29]1(=[O:40])[C@H:37]2[C@H:32]([C@H:33]3[CH2:38][C@@H:36]2[CH2:35][CH2:34]3)[C:31](=[O:39])[NH:30]1.C(=O)([O-])[O-].[K+].[K+].C1(C)C(C)=CC=CC=1, predict the reaction product. The product is: [CH:13]1[CH:12]=[CH:11][C:10]2[S:6][N:7]=[C:8]([N:15]3[CH2:16][CH2:17][N:18]([CH2:21][C@H:22]4[C@H:27]([CH2:28][N:30]5[C:31](=[O:39])[C@H:32]6[C@H:37]([C@H:36]7[CH2:38][C@@H:33]6[CH2:34][CH2:35]7)[C:29]5=[O:40])[CH2:26][CH2:25][CH2:24][CH2:23]4)[CH2:19][CH2:20]3)[C:9]=2[CH:14]=1. (2) Given the reactants [N:1]1[CH:6]=[CH:5][CH:4]=[CH:3][C:2]=1[C:7]12[CH2:22][O:21][CH2:20][CH:8]1[CH2:9][N:10]([C:13]([O:15]C(C)(C)C)=O)[CH2:11][CH2:12]2.Cl.CN(C(ON1N=NC2C=CC=NC1=2)=[N+](C)C)C.F[P-](F)(F)(F)(F)F.[CH3:48][O:49][C:50]1[CH:51]=[C:52]([CH:56]=[CH:57][C:58]=1[O:59][CH2:60][CH2:61][O:62][C:63]([F:66])([F:65])[F:64])C(O)=O.C(N(CC)CC)C, predict the reaction product. The product is: [CH3:48][O:49][C:50]1[CH:51]=[C:52]([C:13]([N:10]2[CH2:11][CH2:12][C:7]3([C:2]4[CH:3]=[CH:4][CH:5]=[CH:6][N:1]=4)[CH2:22][O:21][CH2:20][CH:8]3[CH2:9]2)=[O:15])[CH:56]=[CH:57][C:58]=1[O:59][CH2:60][CH2:61][O:62][C:63]([F:64])([F:65])[F:66]. (3) Given the reactants [H-].[Na+].[NH2:3][C:4]1[CH:9]=[CH:8][C:7]([SH:10])=[CH:6][CH:5]=1.[F:11][C:12]([F:22])([F:21])[C:13]1[CH:20]=[CH:19][C:16]([CH2:17]Cl)=[CH:15][CH:14]=1.O, predict the reaction product. The product is: [F:11][C:12]([F:21])([F:22])[C:13]1[CH:20]=[CH:19][C:16]([CH2:17][S:10][C:7]2[CH:8]=[CH:9][C:4]([NH2:3])=[CH:5][CH:6]=2)=[CH:15][CH:14]=1. (4) Given the reactants [F:1][C:2]1[CH:33]=[CH:32][C:5]([CH2:6][NH:7][C:8]([C:10]2[N:15]=[C:14]([N:16]3[CH2:21][CH2:20][CH2:19][CH2:18][CH2:17]3)[CH:13]=[C:12]([O:22][CH3:23])[C:11]=2OCC2C=CC=CC=2)=[O:9])=[CH:4][CH:3]=1.C[OH:35], predict the reaction product. The product is: [F:1][C:2]1[CH:3]=[CH:4][C:5]([CH2:6][NH:7][C:8]([C:10]2[N:15]=[C:14]([N:16]3[CH2:17][CH:18]([OH:35])[CH2:19][CH2:20][CH2:21]3)[CH:13]=[C:12]([O:22][CH3:23])[CH:11]=2)=[O:9])=[CH:32][CH:33]=1. (5) Given the reactants [CH3:1][C@H:2]1[CH2:7][C@@H:6]([CH3:8])[CH2:5][N:4]([C:9]([C@@H:11]2[CH2:19][C:18]3[C:13](=[CH:14][CH:15]=[CH:16][CH:17]=3)[N:12]2[C:20]2[N:25]=[CH:24][CH:23]=[CH:22][N:21]=2)=[O:10])[CH2:3]1.[Br:26]N1C(=O)CCC1=O.O, predict the reaction product. The product is: [Br:26][C:16]1[CH:17]=[C:18]2[C:13](=[CH:14][CH:15]=1)[N:12]([C:20]1[N:25]=[CH:24][CH:23]=[CH:22][N:21]=1)[C@H:11]([C:9]([N:4]1[CH2:5][C@H:6]([CH3:8])[CH2:7][C@H:2]([CH3:1])[CH2:3]1)=[O:10])[CH2:19]2.